Predict the reactants needed to synthesize the given product. From a dataset of Full USPTO retrosynthesis dataset with 1.9M reactions from patents (1976-2016). (1) The reactants are: [CH3:1][O:2][C:3](=[O:15])[CH2:4][S:5][C:6]1[CH:10]=[CH:9][S:8][C:7]=1[C:11](OC)=[O:12].CC(C)([O-])C.[Na+].Cl. Given the product [OH:12][C:11]1[C:7]2[S:8][CH:9]=[CH:10][C:6]=2[S:5][C:4]=1[C:3]([O:2][CH3:1])=[O:15], predict the reactants needed to synthesize it. (2) Given the product [CH3:1][C@H:2]1[C@@:41]2([OH:43])[O:42][C@H:5]([CH2:6][C@H:7]([O:64][CH3:65])[C:8]([CH3:63])=[CH:9][CH:10]=[CH:11][CH:12]=[CH:13][C@@H:14]([CH3:62])[CH2:15][C@@H:16]([CH3:61])[C:17]([C@H:19]([O:59][CH3:60])[C@H:20]([OH:58])[C:21]([CH3:57])=[CH:22][C@@H:23]([CH3:56])[C:24]([CH2:26][C@@H:27]([C@@H:44]([CH2:46][C@H:47]3[CH2:52][C@@H:51]([O:53][CH3:54])[C@H:50]([O:55][C:68]([C:67]([CH2:79][OH:80])([CH2:72][OH:71])[CH3:66])=[O:69])[CH2:49][CH2:48]3)[CH3:45])[O:28][C:29]([C@H:31]3[N:36]([C:37]([C:39]2=[O:40])=[O:38])[CH2:35][CH2:34][CH2:33][CH2:32]3)=[O:30])=[O:25])=[O:18])[CH2:4][CH2:3]1, predict the reactants needed to synthesize it. The reactants are: [CH3:1][C@H:2]1[C@@:41]2([OH:43])[O:42][C@H:5]([CH2:6][C@H:7]([O:64][CH3:65])[C:8]([CH3:63])=[CH:9][CH:10]=[CH:11][CH:12]=[CH:13][C@@H:14]([CH3:62])[CH2:15][C@@H:16]([CH3:61])[C:17]([C@H:19]([O:59][CH3:60])[C@H:20]([OH:58])[C:21]([CH3:57])=[CH:22][C@@H:23]([CH3:56])[C:24]([CH2:26][C@@H:27]([C@@H:44]([CH2:46][C@H:47]3[CH2:52][C@@H:51]([O:53][CH3:54])[C@H:50]([OH:55])[CH2:49][CH2:48]3)[CH3:45])[O:28][C:29]([C@H:31]3[N:36]([C:37]([C:39]2=[O:40])=[O:38])[CH2:35][CH2:34][CH2:33][CH2:32]3)=[O:30])=[O:25])=[O:18])[CH2:4][CH2:3]1.[CH3:66][C:67]1([C:79](O)=[O:80])[CH2:72][O:71]C2(CCCCCC2)[O:69][CH2:68]1.S(=O)(=O)(O)O.CCCCCC. (3) Given the product [CH3:1][O:2][C:3]1[C:8]([CH3:9])=[CH:7][C:6]2[C@:10]3([CH2:20][O:21][C:5]=2[CH:4]=1)[C:18]1[C:13](=[CH:14][CH:15]=[CH:16][CH:17]=1)[N:12]([CH2:22][N:23]1[CH2:28][CH2:27][N:26]([CH3:29])[CH2:25][CH2:24]1)[C:11]3=[O:19], predict the reactants needed to synthesize it. The reactants are: [CH3:1][O:2][C:3]1[C:8]([CH3:9])=[CH:7][C:6]2[C@:10]3([CH2:20][O:21][C:5]=2[CH:4]=1)[C:18]1[C:13](=[CH:14][CH:15]=[CH:16][CH:17]=1)[NH:12][C:11]3=[O:19].[CH3:22][N:23]1[CH2:28][CH2:27][NH:26][CH2:25][CH2:24]1.[CH2:29]=O.